From a dataset of Full USPTO retrosynthesis dataset with 1.9M reactions from patents (1976-2016). Predict the reactants needed to synthesize the given product. (1) Given the product [NH2:1][CH2:4][C:5]1[CH:10]=[CH:9][CH:8]=[CH:7][C:6]=1[N:11]1[C:35](=[O:36])[C:14]2=[CH:15][N:16]([CH2:23][C:24]3[CH:29]=[CH:28][C:27]([N:30]4[CH:34]=[CH:33][CH:32]=[N:31]4)=[CH:26][CH:25]=3)[C:17]3[CH:18]=[CH:19][CH:20]=[CH:21][C:22]=3[C:13]2=[N:12]1, predict the reactants needed to synthesize it. The reactants are: [N:1]([CH2:4][C:5]1[CH:10]=[CH:9][CH:8]=[CH:7][C:6]=1[N:11]1[C:35](=[O:36])[C:14]2=[CH:15][N:16]([CH2:23][C:24]3[CH:29]=[CH:28][C:27]([N:30]4[CH:34]=[CH:33][CH:32]=[N:31]4)=[CH:26][CH:25]=3)[C:17]3[CH:18]=[CH:19][CH:20]=[CH:21][C:22]=3[C:13]2=[N:12]1)=[N+]=[N-].CP(C)C.[OH-].[Na+].O. (2) Given the product [NH:1]1[C:9]2[C:4](=[CH:5][CH:6]=[CH:7][CH:8]=2)[C:3](/[CH:10]=[C:11]2\[O:12][C:13]3[C:20]([CH2:21][CH2:22][CH2:23][CH2:24][CH:25]4[CH2:26][CH2:27][NH:28][CH2:29][CH2:30]4)=[C:19]([O:38][CH3:39])[CH:18]=[CH:17][C:14]=3[C:15]\2=[O:16])=[N:2]1, predict the reactants needed to synthesize it. The reactants are: [NH:1]1[C:9]2[C:4](=[CH:5][CH:6]=[CH:7][CH:8]=2)[C:3](/[CH:10]=[C:11]2\[O:12][C:13]3[C:20]([CH2:21][CH2:22][CH2:23][CH2:24][CH:25]4[CH2:30][CH2:29][N:28](C(OC(C)(C)C)=O)[CH2:27][CH2:26]4)=[C:19]([O:38][CH3:39])[CH:18]=[CH:17][C:14]=3[C:15]\2=[O:16])=[N:2]1.Cl. (3) Given the product [C:33]([O:37][C:38](=[O:47])[NH:39][CH:40]1[CH2:41][CH2:42][CH:43]([NH:46][C:20]([NH:19][CH2:18][C:7]2[C:6](=[O:32])[C:5]3[C:10](=[CH:11][C:2]([Cl:1])=[CH:3][CH:4]=3)[N:9]([C:12]3[CH:13]=[CH:14][CH:15]=[CH:16][CH:17]=3)[CH:8]=2)=[O:31])[CH2:44][CH2:45]1)([CH3:36])([CH3:34])[CH3:35], predict the reactants needed to synthesize it. The reactants are: [Cl:1][C:2]1[CH:11]=[C:10]2[C:5]([C:6](=[O:32])[C:7]([CH2:18][NH:19][C:20](=[O:31])OC3C=CC([N+]([O-])=O)=CC=3)=[CH:8][N:9]2[C:12]2[CH:17]=[CH:16][CH:15]=[CH:14][CH:13]=2)=[CH:4][CH:3]=1.[C:33]([O:37][C:38](=[O:47])[NH:39][C@H:40]1[CH2:45][CH2:44][C@H:43]([NH2:46])[CH2:42][CH2:41]1)([CH3:36])([CH3:35])[CH3:34]. (4) Given the product [CH3:17][N:18]([CH2:20][C:15]1[N:11]([C:6]2[CH:5]=[CH:4][C:3]([O:2][CH3:1])=[CH:10][C:7]=2[C:8]#[N:9])[CH:12]=[N:13][C:14]=1[CH3:16])[CH3:19], predict the reactants needed to synthesize it. The reactants are: [CH3:1][O:2][C:3]1[CH:4]=[CH:5][C:6]([N:11]2[CH:15]=[C:14]([CH3:16])[N:13]=[CH:12]2)=[C:7]([CH:10]=1)[C:8]#[N:9].[CH3:17][N+:18]([CH3:20])=[CH2:19].[I-]. (5) Given the product [O:1]1[CH2:5][CH2:4][CH2:3][CH:2]1[C:6]([O:8][C:22]1[CH:24]=[CH:25][C:17]([CH:16]=[O:15])=[CH:18][C:19]=1[O:20][CH3:21])=[O:7], predict the reactants needed to synthesize it. The reactants are: [O:1]1[CH2:5][CH2:4][CH2:3][CH:2]1[C:6]([OH:8])=[O:7].C(Cl)(=O)C(Cl)=O.[O:15]=[CH:16][C:17]1[CH:25]=[CH:24][C:22](O)=[C:19]([O:20][CH3:21])[CH:18]=1.O1CCCC1C(Cl)=O.N1C=CC=CC=1. (6) Given the product [C:20]([OH:39])(=[O:38])[CH2:21][CH2:22][CH2:23][CH2:24][CH2:25][CH2:26][CH2:27]/[CH:28]=[CH:29]\[CH2:30][CH2:31][CH2:32][CH2:33][CH2:34][CH2:35][CH2:36][CH3:37], predict the reactants needed to synthesize it. The reactants are: C(O)CCCCCCC/C=C\CCCCCCCC.[C:20]([O-:39])(=[O:38])[CH2:21][CH2:22][CH2:23][CH2:24][CH2:25][CH2:26][CH2:27]/[CH:28]=[CH:29]\[CH2:30][CH2:31][CH2:32][CH2:33][CH2:34][CH2:35][CH2:36][CH3:37].[In+3].[C:20]([O-:39])(=[O:38])[CH2:21][CH2:22][CH2:23][CH2:24][CH2:25][CH2:26][CH2:27]/[CH:28]=[CH:29]\[CH2:30][CH2:31][CH2:32][CH2:33][CH2:34][CH2:35][CH2:36][CH3:37].[C:20]([O-:39])(=[O:38])[CH2:21][CH2:22][CH2:23][CH2:24][CH2:25][CH2:26][CH2:27]/[CH:28]=[CH:29]\[CH2:30][CH2:31][CH2:32][CH2:33][CH2:34][CH2:35][CH2:36][CH3:37].[O-2].[In+3].[O-2].[O-2].[In+3]. (7) Given the product [F:1][C:2]1[CH:3]=[C:4]2[C:8](=[CH:9][CH:10]=1)[NH:7][C:6](=[O:11])[C:5]2=[C:43]1[C:38]2[C:39](=[N:40][C:35]([CH2:34][N:31]3[CH2:32][CH2:33][N:28]([CH2:27][CH2:26][O:25][CH2:24][CH2:23][OH:22])[CH2:29][CH2:30]3)=[CH:36][CH:37]=2)[CH2:41][O:42]1, predict the reactants needed to synthesize it. The reactants are: [F:1][C:2]1[CH:3]=[C:4]2[C:8](=[CH:9][CH:10]=1)[NH:7][C:6](=[O:11])[CH2:5]2.C[Si]([N-][Si](C)(C)C)(C)C.[Li+].[OH:22][CH2:23][CH2:24][O:25][CH2:26][CH2:27][N:28]1[CH2:33][CH2:32][N:31]([CH2:34][C:35]2[N:40]=[C:39]3[CH2:41][O:42][C:43](=O)[C:38]3=[CH:37][CH:36]=2)[CH2:30][CH2:29]1.Cl. (8) Given the product [CH3:1][O:2][CH2:3][CH:4]1[CH2:8][CH2:7][CH2:6][N:5]1[C:9]1[CH:10]=[C:11]([CH:12]=[CH:13][CH:14]=1)[NH2:15], predict the reactants needed to synthesize it. The reactants are: [CH3:1][O:2][CH2:3][CH:4]1[CH2:8][CH2:7][CH2:6][N:5]1[C:9]1[CH:14]=[CH:13][CH:12]=[C:11]([N+:15]([O-])=O)[CH:10]=1.